From a dataset of Forward reaction prediction with 1.9M reactions from USPTO patents (1976-2016). Predict the product of the given reaction. (1) Given the reactants C1([CH2:4][N:5]2[CH2:25][CH2:24][C@@:12]34[C:13]5[C:18]6[CH2:19][C@@H:6]2[C@H:7]3[CH2:8][C@H:9]([C@:27]([OH:33])([C:29]([CH3:32])([CH3:31])[CH3:30])[CH3:28])[C@H:10]([OH:26])[C@@H:11]4[O:23][C:14]=5[C:15]([OH:22])=[C:16]2[CH2:21][CH2:20][C:17]2=6)CC1.C[C@@](O)(C(C)(C)C)[C@@H]1[C@]2(OC)[C@@H]3OC4=C(O)C=CC5=C4[C@]43CCN(CC3CC3)[C@H](C5)[C@@]4(CC2)C1, predict the reaction product. The product is: [CH3:30][C:29]([CH3:32])([CH3:31])[C@:27]([C@H:9]1[CH2:8][C@H:7]2[C@@:12]34[CH2:24][CH2:25][N:5]([CH3:4])[C@@H:6]2[CH2:19][C:18]2[C:13]3=[C:14]([O:23][C@H:11]4[C@H:10]1[OH:26])[C:15]([OH:22])=[C:16]1[CH2:21][CH2:20][C:17]1=2)([OH:33])[CH3:28]. (2) The product is: [CH2:7]([O:9][C:10]([C:12]1[NH:13][C:14]2[C:19]([C:20]=1[C:22](=[O:24])[CH3:23])=[CH:18][C:17]([Br:21])=[CH:16][CH:15]=2)=[O:11])[CH3:8]. Given the reactants [Al](Cl)(CC)CC.[CH2:7]([O:9][C:10]([C:12]1[NH:13][C:14]2[C:19]([CH:20]=1)=[CH:18][C:17]([Br:21])=[CH:16][CH:15]=2)=[O:11])[CH3:8].[C:22](Cl)(=[O:24])[CH3:23].C([O-])(O)=O.[Na+], predict the reaction product. (3) Given the reactants O.[OH-].[Li+].[CH3:4][C:5]1[C:10]([N:11]2[CH:15]=[N:14][N:13]=[N:12]2)=[CH:9][N:8]=[C:7]([CH2:16][C:17]([O:19]C)=[O:18])[CH:6]=1.Cl, predict the reaction product. The product is: [CH3:4][C:5]1[C:10]([N:11]2[CH:15]=[N:14][N:13]=[N:12]2)=[CH:9][N:8]=[C:7]([CH2:16][C:17]([OH:19])=[O:18])[CH:6]=1.